Task: Binary Classification. Given a miRNA mature sequence and a target amino acid sequence, predict their likelihood of interaction.. Dataset: Experimentally validated miRNA-target interactions with 360,000+ pairs, plus equal number of negative samples (1) Result: 0 (no interaction). The protein sequence of the target gene is MGSVLGLCSVASWIPCLCGSAPCLLCRCCPSGNNSTVTRLIYALFLLVGVCVACVMLIPGMEEQLNKIPGFCENEKGVVPCNILVGYKAVYRLCFGLAMFYLLLSLLMIKVKSSSDPRAAVHNGFWFFKFATAVAIIIGAFFIPEGTFTTVWFYVGMAGAFCFILIQLVLLIDFAHSWNESWVEKMEEGNSRCWYAALLSATALNYLLSLVAVVLFFVYYTHPASCAENKAFISVNMLLCIGASVMSILPKIQESQPRSGLLQSSVITVYTMYLTWSAMTNEPETNCNPSLLSIIGFNTT.... The miRNA is hsa-miR-3663-5p with sequence GCUGGUCUGCGUGGUGCUCGG. (2) The miRNA is cel-miR-64-5p with sequence UAUGACACUGAAGCGUUACCGAA. The protein sequence of the target gene is MQSCARAWGLRLGRGVGGGRRLAGGSGPCWAPRSRDSSSGGGDSAAAGASRLLERLLPRHDDFARRHIGPGDKDQREMLQTLGLASIDELIEKTVPANIRLKRPLKMEDPVCENEILATLHAISSKNQIWRSYIGMGYYNCSVPQTILRNLLENSGWITQYTPYQPEVSQGRLESLLNYQTMVCDITGLDMANASLLDEGTAAAEALQLCYRHNKRRKFLVDPRCHPQTIAVVQTRAKYTGVLTELKLPCEMDFSGKDVSGVLFQYPDTEGKVEDFTELVERAHQSGSLACCATDLLALC.... Result: 0 (no interaction). (3) The miRNA is hsa-miR-6799-5p with sequence GGGGAGGUGUGCAGGGCUGG. The protein sequence of the target gene is MLLFCPGCGNGLIVEEGQRCHRFSCNTCPYVHNITRKVTNRKYPKLKEVDDVLGGAAAWENVDSTAESCPKCEHPRAYFMQLQTRSADEPMTTFYKCCNAQCGHRWRD. Result: 1 (interaction). (4) The miRNA is hsa-miR-6763-5p with sequence CUGGGGAGUGGCUGGGGAG. The protein sequence of the target gene is MTWRQAVLLSCFSAVVLLSMLREGTSVSVGTMQMAGEEASEDAKQKIFMQESDASNFLKRRGKRSPKSRDEVNVENRQKLRVDELRREYYEEQRNEFENFVEEQNDEQEERSREAVEQWRQWHYDGLHPSYLYNRHHT. Result: 0 (no interaction). (5) The miRNA is dre-miR-92a-3p with sequence UAUUGCACUUGUCCCGGCCUGU. The protein sequence of the target gene is MSLQSRLSGRLAQLRAAGQLLVPPRPRPGHLAGATRTRSSTCGPPAFLGVFGRRARTSAGVGAWGAAAVGRTAGVRTWAPLAMAAKVDLSTSTDWKEAKSFLKGLSDKQREEHYFCKDFVRLKKIPTWKEMAKGVAVKVEEPRYKKDKQLNEKISLLRSDITKLEVDAIVNAANSSLLGGGGVDGCIHRAAGPLLTDECRTLQSCKTGKAKITGGYRLPAKYVIHTVGPIAYGEPSASQAAELRSCYLSSLDLLLEHRLRSVAFPCISTGVFGYPCEAAAEIVLATLREWLEQHKDKVDR.... Result: 0 (no interaction). (6) The miRNA is hsa-miR-6834-3p with sequence UAUGUCCCAUCCCUCCAUCA. The protein sequence of the target gene is MLQMPKLNEIPPGRAGRREARGEGRWPGQTGPEAARLEWRAQGQAGGARAPWDSWGSSRLPTQPGPGWSRCPPSLLCALSFQKSTMESKDEVSDTDSGIILQSGPDSPVSPMKELTHAVHKQQRALEARLEACLEELRRLCLREAELTGTLPAEYPLKPGEKAPKVRRRIGAAYKLDDWALHREDPLSSLERQLALQLQITEAARRLCLEENLSRQARRQRKHSMLQEEKKLQELQRCLVERRRNSEPPPAAALPLGRELSASDDSSLSDGLLLEEEESQVPKPPPESPAPPSRPLPPQT.... Result: 0 (no interaction). (7) The miRNA is mmu-miR-467a-5p with sequence UAAGUGCCUGCAUGUAUAUGCG. The protein sequence of the target gene is MGTTASTAQQTVSAGTPFEGLQGSGTMDSRHSVSIHSFQSTSLHNSKAKSIIPNKVAPVVITYNCKEEFQIHDELLKAHYTLGRLSDNTPEHYLVQGRYFLVRDVTEKMDVLGTVGSCGAPNFRQVQGGLTVFGMGQPSLSGFRRVLQKLQKDGHRECVIFCVREEPVLFLRADEDFVSYTPRDKQNLHENLQGLGPGVRVESLELAIRKEIHDFAQLSENTYHVYHNTEDLWGEPHAVAIHGEDDLHVTEEVYKRPLFLQPTYRYHRLPLPEQGSPLEAQLDAFVSVLRETPSLLQLRD.... Result: 0 (no interaction).